From a dataset of Full USPTO retrosynthesis dataset with 1.9M reactions from patents (1976-2016). Predict the reactants needed to synthesize the given product. (1) The reactants are: [CH3:1][N:2]([CH3:28])[C@H:3]1[CH2:7][CH2:6][N:5]([C:8]2[C:9]([C:22]3[CH:27]=[CH:26][CH:25]=[CH:24][CH:23]=3)=[C:10]([CH3:21])[C:11]([C:19]#[N:20])=[C:12]3[C:16]=2[O:15][C:14]([NH:17][CH3:18])=[N:13]3)[CH2:4]1.[C:36](O[C:36](=[O:41])[C:37]([CH3:40])([CH3:39])[CH3:38])(=[O:41])[C:37]([CH3:40])([CH3:39])[CH3:38]. Given the product [C:19]([C:11]1[C:12]2[N:13]=[C:14]([N:17]([CH3:18])[C:36](=[O:41])[C:37]([CH3:38])([CH3:39])[CH3:40])[O:15][C:16]=2[C:8]([N:5]2[CH2:6][CH2:7][C@H:3]([N:2]([CH3:28])[CH3:1])[CH2:4]2)=[C:9]([C:22]2[CH:27]=[CH:26][CH:25]=[CH:24][CH:23]=2)[C:10]=1[CH3:21])#[N:20], predict the reactants needed to synthesize it. (2) The reactants are: Br[C:2]1[CH:3]=[CH:4][C:5]([C:8]([F:26])([F:25])[C:9]([C:17]2[CH:22]=[CH:21][C:20]([F:23])=[CH:19][C:18]=2[F:24])([OH:16])[CH2:10][N:11]2[CH:15]=[N:14][N:13]=[N:12]2)=[N:6][CH:7]=1.BrC(F)([F:34])C(OCC)=O.BrC1C=CC(F)=CN=1. Given the product [F:24][C:18]1[CH:19]=[C:20]([F:23])[CH:21]=[CH:22][C:17]=1[C:9]([OH:16])([CH2:10][N:11]1[CH:15]=[N:14][N:13]=[N:12]1)[C:8]([F:26])([F:25])[C:5]1[CH:4]=[CH:3][C:2]([F:34])=[CH:7][N:6]=1, predict the reactants needed to synthesize it.